The task is: Regression. Given a peptide amino acid sequence and an MHC pseudo amino acid sequence, predict their binding affinity value. This is MHC class I binding data.. This data is from Peptide-MHC class I binding affinity with 185,985 pairs from IEDB/IMGT. (1) The peptide sequence is RTSKASLER. The MHC is HLA-A02:03 with pseudo-sequence HLA-A02:03. The binding affinity (normalized) is 0. (2) The peptide sequence is KYPNLNDLK. The MHC is HLA-A26:01 with pseudo-sequence HLA-A26:01. The binding affinity (normalized) is 0. (3) The MHC is HLA-B07:02 with pseudo-sequence HLA-B07:02. The peptide sequence is LAAVSVSPL. The binding affinity (normalized) is 0.554. (4) The peptide sequence is VAAKGAPAL. The MHC is HLA-A01:01 with pseudo-sequence HLA-A01:01. The binding affinity (normalized) is 0.0847. (5) The peptide sequence is KMLELEKCT. The MHC is HLA-A02:06 with pseudo-sequence HLA-A02:06. The binding affinity (normalized) is 0. (6) The peptide sequence is AVYKTYGQY. The MHC is HLA-B40:01 with pseudo-sequence HLA-B40:01. The binding affinity (normalized) is 0.0847.